From a dataset of Catalyst prediction with 721,799 reactions and 888 catalyst types from USPTO. Predict which catalyst facilitates the given reaction. (1) Reactant: [F:1][C:2]([F:23])([F:22])[CH:3]([C:16]1[CH:21]=[CH:20][CH:19]=[CH:18][CH:17]=1)[O:4][CH2:5][C:6]1[O:10][N:9]=[C:8]([C:11]([O:13]CC)=[O:12])[CH:7]=1.C(O)C.[OH-].[K+]. Product: [F:22][C:2]([F:1])([F:23])[CH:3]([C:16]1[CH:21]=[CH:20][CH:19]=[CH:18][CH:17]=1)[O:4][CH2:5][C:6]1[O:10][N:9]=[C:8]([C:11]([OH:13])=[O:12])[CH:7]=1. The catalyst class is: 6. (2) Reactant: [CH:1](=O)[CH2:2][CH3:3].[CH3:5][C:6]1[CH:11]=[C:10]([CH3:12])[CH:9]=[CH:8][C:7]=1[C:13]1[C:14]2[N:15]([C:20]([NH2:25])=[C:21]([CH2:23][CH3:24])[N:22]=2)[N:16]=[C:17]([CH3:19])[CH:18]=1.C(O[BH-](O[C:36](=O)[CH3:37])OC(=O)C)(=O)C.[Na+].[C:40](O)(=O)C. Product: [CH3:5][C:6]1[CH:11]=[C:10]([CH3:12])[CH:9]=[CH:8][C:7]=1[C:13]1[C:14]2[N:15]([C:20]([N:25]([CH2:40][CH2:36][CH3:37])[CH2:1][CH2:2][CH3:3])=[C:21]([CH2:23][CH3:24])[N:22]=2)[N:16]=[C:17]([CH3:19])[CH:18]=1. The catalyst class is: 46. (3) Reactant: [F:1][C:2]([F:13])([F:12])[C:3]1[CH:8]=[CH:7][CH:6]=[CH:5][C:4]=1[C:9](=[O:11])[CH3:10].[Br:14]Br. Product: [Br:14][CH2:10][C:9]([C:4]1[CH:5]=[CH:6][CH:7]=[CH:8][C:3]=1[C:2]([F:12])([F:13])[F:1])=[O:11]. The catalyst class is: 4. (4) Reactant: [CH2:1]([O:8][CH2:9][C:10]1[O:11][C:12]2[C:13](=[C:15]([C:27]#[N:28])[C:16]([CH3:26])=[C:17]([C:20]3[CH:25]=[CH:24][CH:23]=[CH:22][CH:21]=3)[C:18]=2F)[N:14]=1)[C:2]1[CH:7]=[CH:6][CH:5]=[CH:4][CH:3]=1.C(N(CC)CC)C.[CH3:36][N:37]([CH3:43])[C@H:38]1[CH2:42][CH2:41][NH:40][CH2:39]1.C(OCC)(=O)C. Product: [CH2:1]([O:8][CH2:9][C:10]1[O:11][C:12]2[C:13](=[C:15]([C:27]#[N:28])[C:16]([CH3:26])=[C:17]([C:20]3[CH:25]=[CH:24][CH:23]=[CH:22][CH:21]=3)[C:18]=2[N:40]2[CH2:41][CH2:42][C@H:38]([N:37]([CH3:43])[CH3:36])[CH2:39]2)[N:14]=1)[C:2]1[CH:7]=[CH:6][CH:5]=[CH:4][CH:3]=1. The catalyst class is: 58.